Predict the reactants needed to synthesize the given product. From a dataset of Full USPTO retrosynthesis dataset with 1.9M reactions from patents (1976-2016). (1) Given the product [Cl:14][C:15]1[N:16]=[C:17]([N:26]2[CH2:27][CH2:28][O:29][CH2:30][CH2:31]2)[C:18]2[S:23][C:22]([CH2:24][N:11]3[CH2:10][CH2:9][CH:8]([CH2:7][N:2]4[CH:6]=[CH:5][CH:4]=[N:3]4)[CH2:13][CH2:12]3)=[CH:21][C:19]=2[N:20]=1, predict the reactants needed to synthesize it. The reactants are: Cl.[N:2]1([CH2:7][CH:8]2[CH2:13][CH2:12][NH:11][CH2:10][CH2:9]2)[CH:6]=[CH:5][CH:4]=[N:3]1.[Cl:14][C:15]1[N:16]=[C:17]([N:26]2[CH2:31][CH2:30][O:29][CH2:28][CH2:27]2)[C:18]2[S:23][C:22]([CH:24]=O)=[CH:21][C:19]=2[N:20]=1.C(O)(=O)C.C(O[BH-](OC(=O)C)OC(=O)C)(=O)C.[Na+]. (2) Given the product [ClH:43].[Cl:37][C:17]1[C:18]2[C:22]([S:23]([C:26]3[CH:31]=[CH:30][CH:29]=[CH:28][CH:27]=3)(=[O:25])=[O:24])=[CH:21][S:20][C:19]=2[C:14]([N:11]2[CH2:12][CH2:13][NH:8][CH2:9][CH2:10]2)=[C:44]([Cl:45])[CH:16]=1, predict the reactants needed to synthesize it. The reactants are: C(OC([N:8]1[CH2:13][CH2:12][N:11]([C:14]2[C:19]3[S:20][CH:21]=[C:22]([S:23]([C:26]4[CH:31]=[CH:30][CH:29]=[CH:28][CH:27]=4)(=[O:25])=[O:24])[C:18]=3[CH:17]=[CH:16]C=2)[CH2:10][CH2:9]1)=O)(C)(C)C.C(=O)([O-])O.[Na+].[ClH:37].C(OCC)C.[Cl:43][CH2:44][Cl:45].